From a dataset of Reaction yield outcomes from USPTO patents with 853,638 reactions. Predict the reaction yield, written as a fraction of the theoretical maximum amount of product (1.0 means a 100% yield; for example, 0.34 means a 34% yield). The reactants are [CH3:1][C:2]1([CH3:21])[O:7][C:6]2[CH:8]=[CH:9][CH:10]=[C:11](OS(C(F)(F)F)(=O)=O)[C:5]=2[C:4](=[O:20])[O:3]1.[CH2:22]([O:24][C:25]([C:27]1[CH:28]=[C:29](B(O)O)[CH:30]=[CH:31][CH:32]=1)=[O:26])[CH3:23].C([O-])([O-])=O.[K+].[K+].Cl. The catalyst is CN(C=O)C.C1C=CC([P]([Pd]([P](C2C=CC=CC=2)(C2C=CC=CC=2)C2C=CC=CC=2)([P](C2C=CC=CC=2)(C2C=CC=CC=2)C2C=CC=CC=2)[P](C2C=CC=CC=2)(C2C=CC=CC=2)C2C=CC=CC=2)(C2C=CC=CC=2)C2C=CC=CC=2)=CC=1. The product is [CH3:1][C:2]1([CH3:21])[O:7][C:6]2[CH:8]=[CH:9][CH:10]=[C:11]([C:31]3[CH:32]=[C:27]([CH:28]=[CH:29][CH:30]=3)[C:25]([O:24][CH2:22][CH3:23])=[O:26])[C:5]=2[C:4](=[O:20])[O:3]1. The yield is 0.630.